Dataset: NCI-60 drug combinations with 297,098 pairs across 59 cell lines. Task: Regression. Given two drug SMILES strings and cell line genomic features, predict the synergy score measuring deviation from expected non-interaction effect. (1) Drug 1: CC1C(C(=O)NC(C(=O)N2CCCC2C(=O)N(CC(=O)N(C(C(=O)O1)C(C)C)C)C)C(C)C)NC(=O)C3=C4C(=C(C=C3)C)OC5=C(C(=O)C(=C(C5=N4)C(=O)NC6C(OC(=O)C(N(C(=O)CN(C(=O)C7CCCN7C(=O)C(NC6=O)C(C)C)C)C)C(C)C)C)N)C. Drug 2: CC1=C(C=C(C=C1)C(=O)NC2=CC(=CC(=C2)C(F)(F)F)N3C=C(N=C3)C)NC4=NC=CC(=N4)C5=CN=CC=C5. Cell line: MDA-MB-231. Synergy scores: CSS=14.5, Synergy_ZIP=8.37, Synergy_Bliss=11.6, Synergy_Loewe=7.27, Synergy_HSA=8.52. (2) Drug 1: C1=NC2=C(N=C(N=C2N1C3C(C(C(O3)CO)O)F)Cl)N. Drug 2: CCN(CC)CCNC(=O)C1=C(NC(=C1C)C=C2C3=C(C=CC(=C3)F)NC2=O)C. Cell line: A498. Synergy scores: CSS=1.36, Synergy_ZIP=0.350, Synergy_Bliss=2.19, Synergy_Loewe=0.909, Synergy_HSA=1.03. (3) Synergy scores: CSS=33.3, Synergy_ZIP=7.89, Synergy_Bliss=10.8, Synergy_Loewe=9.78, Synergy_HSA=11.2. Drug 1: CNC(=O)C1=CC=CC=C1SC2=CC3=C(C=C2)C(=NN3)C=CC4=CC=CC=N4. Drug 2: C1=C(C(=O)NC(=O)N1)N(CCCl)CCCl. Cell line: SNB-19. (4) Drug 1: C(CC(=O)O)C(=O)CN.Cl. Drug 2: CCC1(C2=C(COC1=O)C(=O)N3CC4=CC5=C(C=CC(=C5CN(C)C)O)N=C4C3=C2)O.Cl. Cell line: SK-OV-3. Synergy scores: CSS=33.5, Synergy_ZIP=-4.40, Synergy_Bliss=5.70, Synergy_Loewe=-11.2, Synergy_HSA=2.23.